Dataset: NCI-60 drug combinations with 297,098 pairs across 59 cell lines. Task: Regression. Given two drug SMILES strings and cell line genomic features, predict the synergy score measuring deviation from expected non-interaction effect. (1) Drug 1: CC1=C2C(C(=O)C3(C(CC4C(C3C(C(C2(C)C)(CC1OC(=O)C(C(C5=CC=CC=C5)NC(=O)C6=CC=CC=C6)O)O)OC(=O)C7=CC=CC=C7)(CO4)OC(=O)C)O)C)OC(=O)C. Drug 2: CC1=C(N=C(N=C1N)C(CC(=O)N)NCC(C(=O)N)N)C(=O)NC(C(C2=CN=CN2)OC3C(C(C(C(O3)CO)O)O)OC4C(C(C(C(O4)CO)O)OC(=O)N)O)C(=O)NC(C)C(C(C)C(=O)NC(C(C)O)C(=O)NCCC5=NC(=CS5)C6=NC(=CS6)C(=O)NCCC[S+](C)C)O. Cell line: HS 578T. Synergy scores: CSS=36.2, Synergy_ZIP=2.53, Synergy_Bliss=4.45, Synergy_Loewe=8.42, Synergy_HSA=9.48. (2) Drug 1: CCCS(=O)(=O)NC1=C(C(=C(C=C1)F)C(=O)C2=CNC3=C2C=C(C=N3)C4=CC=C(C=C4)Cl)F. Drug 2: CN1C(=O)N2C=NC(=C2N=N1)C(=O)N. Cell line: HOP-92. Synergy scores: CSS=8.96, Synergy_ZIP=-2.07, Synergy_Bliss=2.40, Synergy_Loewe=1.72, Synergy_HSA=1.10. (3) Drug 1: CC1=C2C(C(=O)C3(C(CC4C(C3C(C(C2(C)C)(CC1OC(=O)C(C(C5=CC=CC=C5)NC(=O)OC(C)(C)C)O)O)OC(=O)C6=CC=CC=C6)(CO4)OC(=O)C)O)C)O. Drug 2: C1=NC(=NC(=O)N1C2C(C(C(O2)CO)O)O)N. Cell line: MOLT-4. Synergy scores: CSS=11.5, Synergy_ZIP=-0.318, Synergy_Bliss=-1.69, Synergy_Loewe=-0.841, Synergy_HSA=-0.560.